This data is from Catalyst prediction with 721,799 reactions and 888 catalyst types from USPTO. The task is: Predict which catalyst facilitates the given reaction. (1) Reactant: [CH2:1](N(CC)CC)C.Cl[C:9]([O:11]C)=[O:10].[F:13][C:14]1[CH:15]=[C:16]([N:24]2[CH2:28][C@H:27]([CH2:29][NH:30][C:31](=[O:33])[CH3:32])[O:26][C:25]2=[O:34])[CH:17]=[CH:18][C:19]=1[CH:20]1[CH2:23][NH:22][CH2:21]1. Product: [F:13][C:14]1[CH:15]=[C:16]([N:24]2[CH2:28][C@H:27]([CH2:29][NH:30][C:31](=[O:33])[CH3:32])[O:26][C:25]2=[O:34])[CH:17]=[CH:18][C:19]=1[CH:20]1[CH2:23][N:22]([CH2:1][C:9]([OH:11])=[O:10])[CH2:21]1. The catalyst class is: 22. (2) Reactant: [N:1]([C:8]([O:10]CC)=[O:9])=[N:1][C:8]([O:10]CC)=[O:9].[C:13]([O:16][CH2:17][CH2:18][O:19][C:20]1[CH:25]=[CH:24][C:23]([C:26]([N:28]2[C:34]3[CH:35]=[CH:36][CH:37]=[CH:38][C:33]=3[CH2:32][N:31](CCO)[C:30](=[O:42])[CH2:29]2)=[O:27])=[C:22]([Cl:43])[CH:21]=1)(=[O:15])[CH3:14].C(OC(N[S:52]([CH3:55])(=[O:54])=[O:53])=O)(C)(C)C.[C:56]1(P(C2C=CC=CC=2)C2C=CC=CC=2)C=CC=C[CH:57]=1.[C:75]1([CH3:81])[CH:80]=CC=C[CH:76]=1. Product: [C:13]([O:16][CH2:17][CH2:18][O:19][C:20]1[CH:25]=[CH:24][C:23]([C:26]([N:28]2[C:34]3[CH:35]=[CH:36][CH:37]=[CH:38][C:33]=3[CH2:32][N:31]([CH2:56][CH:57]([S:52]([CH3:55])(=[O:53])=[O:54])[NH:1][C:8]([O:10][C:75]([CH3:76])([CH3:80])[CH3:81])=[O:9])[C:30](=[O:42])[CH2:29]2)=[O:27])=[C:22]([Cl:43])[CH:21]=1)(=[O:15])[CH3:14]. The catalyst class is: 7. (3) Reactant: [CH3:1][O:2][C:3]1[CH:4]=[C:5]([CH2:11][C:12]([OH:14])=O)[CH:6]=[CH:7][C:8]=1[O:9][CH3:10].C([N-]C(C)C)(C)C.[Li+].[F:23][C:24]([F:30])([F:29])C(OC)=O. Product: [CH3:1][O:2][C:3]1[CH:4]=[C:5]([CH2:11][C:12](=[O:14])[C:24]([F:30])([F:29])[F:23])[CH:6]=[CH:7][C:8]=1[O:9][CH3:10]. The catalyst class is: 1. (4) Reactant: [CH3:1][C:2]1[N:6]=[C:5]([CH3:7])[N:4]([C:8]2[CH:14]=[CH:13][C:11]([NH2:12])=[CH:10][C:9]=2[F:15])[N:3]=1.[C:16](N1C=CC=CC1=O)([N:18]1C=CC=CC1=O)=[S:17].N. Product: [CH3:1][C:2]1[N:6]=[C:5]([CH3:7])[N:4]([C:8]2[CH:14]=[CH:13][C:11]([NH:12][C:16]([NH2:18])=[S:17])=[CH:10][C:9]=2[F:15])[N:3]=1. The catalyst class is: 4. (5) The catalyst class is: 48. Product: [F:13][C:1]1[CH:6]=[CH:5][C:4]([O:7][CH2:8][C:9]([Cl:11])=[O:10])=[CH:3][CH:2]=1. Reactant: [C:1]1(C)[CH:6]=[CH:5][C:4]([O:7][CH2:8][C:9]([Cl:11])=[O:10])=[CH:3][CH:2]=1.[F:13]C1C=CC(OCC(O)=O)=CC=1.O=S(Cl)Cl. (6) Reactant: C([N:3]([CH2:6]C)CC)C.C1(P(N=[N+]=[N-])(C2C=CC=CC=2)=[O:15])C=CC=CC=1.[N:25]1[N:29]2[CH:30]=[CH:31][CH:32]=[N:33][C:28]2=[C:27]([C:34]2[CH:42]=[C:41]([NH:43][CH:44]3[CH2:49][CH2:48][O:47][CH2:46][CH2:45]3)[C:37](C(O)=O)=[CH:36][N:35]=2)[CH:26]=1. Product: [N:25]1[N:29]2[CH:30]=[CH:31][CH:32]=[N:33][C:28]2=[C:27]([C:34]2[N:35]=[CH:36][C:37]3[NH:3][C:6](=[O:15])[N:43]([CH:44]4[CH2:49][CH2:48][O:47][CH2:46][CH2:45]4)[C:41]=3[CH:42]=2)[CH:26]=1. The catalyst class is: 12.